Dataset: Forward reaction prediction with 1.9M reactions from USPTO patents (1976-2016). Task: Predict the product of the given reaction. (1) Given the reactants [NH2:1][C:2]1[N:7]=[C:6]([C:8]2[N:12]([CH:13]([CH3:15])[CH3:14])[C:11]([CH3:16])=[N:10][CH:9]=2)[CH:5]=[CH:4][N:3]=1.[Cl:17]N1C(=O)CCC1=O, predict the reaction product. The product is: [NH2:1][C:2]1[N:7]=[C:6]([C:8]2[N:12]([CH:13]([CH3:14])[CH3:15])[C:11]([CH3:16])=[N:10][CH:9]=2)[C:5]([Cl:17])=[CH:4][N:3]=1. (2) Given the reactants [C:1]([O:5][C:6]([NH:8][C@@H:9]([CH2:13][C:14]#[CH:15])[C:10](O)=[O:11])=[O:7])([CH3:4])([CH3:3])[CH3:2].C[N:17]1CCOCC1.ClC(OCC)=O.N, predict the reaction product. The product is: [C:1]([O:5][C:6](=[O:7])[NH:8][C@H:9]([C:10](=[O:11])[NH2:17])[CH2:13][C:14]#[CH:15])([CH3:4])([CH3:3])[CH3:2]. (3) The product is: [CH2:24]1[C:5]2[NH:6][C:7]3[C:12](=[CH:11][CH:10]=[CH:9][CH:8]=3)[C:4]=2[CH2:3][CH2:2][NH:1]1. Given the reactants [NH2:1][C@H:2](C1NC=C(C2C=CC=CC=2)N=1)[CH2:3][C:4]1[C:12]2[C:7](=[CH:8][CH:9]=[CH:10][CH:11]=2)[NH:6][CH:5]=1.[CH:24](=O)C1C=CC(OC)=CC=1.C(O)(C(F)(F)F)=O, predict the reaction product.